Dataset: Full USPTO retrosynthesis dataset with 1.9M reactions from patents (1976-2016). Task: Predict the reactants needed to synthesize the given product. (1) Given the product [Cl:13][C:14]1[CH:19]=[CH:18][C:17]([S:20]([NH:1][CH:2]([C:6]2[CH:11]=[CH:10][CH:9]=[CH:8][C:7]=2[CH3:12])[C:3]([NH2:5])=[O:4])(=[O:22])=[O:21])=[CH:16][CH:15]=1, predict the reactants needed to synthesize it. The reactants are: [NH2:1][CH:2]([C:6]1[CH:11]=[CH:10][CH:9]=[CH:8][C:7]=1[CH3:12])[C:3]([NH2:5])=[O:4].[Cl:13][C:14]1[CH:19]=[CH:18][C:17]([S:20](Cl)(=[O:22])=[O:21])=[CH:16][CH:15]=1.CCN(CC)CC. (2) Given the product [F:1][C:2]1[CH:7]=[CH:6][C:5]([C:8]2[CH:9]=[CH:10][C:11]([C@@H:14]([NH2:16])[CH3:15])=[N:12][CH:13]=2)=[CH:4][C:3]=1[CH3:24], predict the reactants needed to synthesize it. The reactants are: [F:1][C:2]1[CH:7]=[CH:6][C:5]([C:8]2[CH:9]=[CH:10][C:11]([C@@H:14]([NH:16]C(=O)OC(C)(C)C)[CH3:15])=[N:12][CH:13]=2)=[CH:4][C:3]=1[CH3:24].C(O)(C(F)(F)F)=O.CC[NH+](CC)CC.CC[NH+](CC)CC.C([O-])([O-])=O. (3) Given the product [CH:20]([O:23][C:24]([C:26]1([CH2:33][CH:34]([CH2:37][CH3:38])[CH2:35][CH3:36])[CH2:31][CH2:30][CH2:29][CH2:28][CH2:27]1)=[O:25])([CH3:22])[CH3:21], predict the reactants needed to synthesize it. The reactants are: C1(NC2CCCCC2)CCCCC1.CCCCCC.[CH:20]([O:23][C:24]([CH:26]1[CH2:31][CH2:30][CH2:29][CH2:28][CH2:27]1)=[O:25])([CH3:22])[CH3:21].Br[CH2:33][CH:34]([CH2:37][CH3:38])[CH2:35][CH3:36].Cl. (4) Given the product [Br:1][C:2]1[C:10]2[C:9]([O:18][C@H:19]([CH2:25][C:26]3[CH:31]=[CH:30][CH:29]=[CH:28][C:27]=3[O:32][CH2:33][C:34]3[CH:35]=[CH:36][C:37]([O:40][CH3:41])=[CH:38][CH:39]=3)[C:20]([O:22][CH2:23][CH3:24])=[O:21])=[N:8][CH:7]=[N:6][C:5]=2[S:4][C:3]=1[C:12]1[O:13][C:14]([Cl:17])=[CH:15][CH:16]=1, predict the reactants needed to synthesize it. The reactants are: [Br:1][C:2]1[C:10]2[C:9](Cl)=[N:8][CH:7]=[N:6][C:5]=2[S:4][C:3]=1[C:12]1[O:13][C:14]([Cl:17])=[CH:15][CH:16]=1.[OH:18][C@H:19]([CH2:25][C:26]1[CH:31]=[CH:30][CH:29]=[CH:28][C:27]=1[O:32][CH2:33][C:34]1[CH:39]=[CH:38][C:37]([O:40][CH3:41])=[CH:36][CH:35]=1)[C:20]([O:22][CH2:23][CH3:24])=[O:21].C([O-])([O-])=O.[Cs+].[Cs+].C(O)(C)(C)C.